This data is from Forward reaction prediction with 1.9M reactions from USPTO patents (1976-2016). The task is: Predict the product of the given reaction. (1) Given the reactants [Br:1][C:2]1[CH:3]=[CH:4][C:5]2[S:9][C:8]([C:10]([OH:12])=O)=[CH:7][C:6]=2[CH:13]=1.[ClH:14].Cl.[NH2:16][C@@H:17]1[CH:22]2[CH2:23][CH2:24][N:19]([CH2:20][CH2:21]2)[CH2:18]1.CN(C(ON1N=NC2C=CC=NC1=2)=[N+](C)C)C.F[P-](F)(F)(F)(F)F.C(N(CC)C(C)C)(C)C, predict the reaction product. The product is: [ClH:14].[N:19]12[CH2:24][CH2:23][CH:22]([CH2:21][CH2:20]1)[C@@H:17]([NH:16][C:10]([C:8]1[S:9][C:5]3[CH:4]=[CH:3][C:2]([Br:1])=[CH:13][C:6]=3[CH:7]=1)=[O:12])[CH2:18]2. (2) The product is: [CH2:17]1[C:20]2([CH2:23][N:22]([CH2:4][C:3]3[CH:6]=[CH:7][C:8]([OH:10])=[CH:9][C:2]=3[Cl:1])[CH2:21]2)[CH2:19][O:18]1. Given the reactants [Cl:1][C:2]1[CH:9]=[C:8]([OH:10])[CH:7]=[CH:6][C:3]=1[CH:4]=O.C(O)(=O)C(O)=O.[CH2:17]1[C:20]2([CH2:23][NH:22][CH2:21]2)[CH2:19][O:18]1.[CH2:17]1[C:20]2([CH2:23][NH:22][CH2:21]2)[CH2:19][O:18]1.C(O[BH-](OC(=O)C)OC(=O)C)(=O)C.[Na+].O, predict the reaction product. (3) Given the reactants [CH2:1](N(CC)CC)C.[CH3:8][CH2:9][CH2:10][C@H:11]([NH:17][C@H:18]([C:20]([OH:22])=O)[CH3:19])[C:12]([O:14][CH2:15][CH3:16])=[O:13].O[N:24]1[C:28]2[CH:29]=[CH:30][CH:31]=[CH:32][C:27]=2N=N1.[CH:42]1(N=C=N[CH:42]2[CH2:47][CH2:46][CH2:45][CH2:44][CH2:43]2)[CH2:47][CH2:46][CH2:45][CH2:44][CH2:43]1.[C:48]([O:51][CH2:52]C)(=[O:50])[CH3:49], predict the reaction product. The product is: [CH2:15]([O:14][C:12]([C@@H:11]([NH:17][C@@H:18]([CH3:19])[C:20]([N:24]1[C:28]2[CH2:29][CH2:30][CH2:31][CH2:32][C:27]=2[CH2:1][C@H:49]1[C:48]([O:51][CH2:52][C:42]1[CH:43]=[CH:44][CH:45]=[CH:46][CH:47]=1)=[O:50])=[O:22])[CH2:10][CH2:9][CH3:8])=[O:13])[CH3:16]. (4) Given the reactants [NH2:1][C:2]1[CH:11]=[CH:10][C:9]2[CH2:8][N:7]([C:12]([O:14][C:15]([CH3:18])([CH3:17])[CH3:16])=[O:13])[CH2:6][CH2:5][C:4]=2[N:3]=1.Br[C:20]1[C:21](=[O:28])[N:22]([CH3:27])[CH:23]=[C:24]([Br:26])[CH:25]=1.CC1(C)C2C(=C(P(C3C=CC=CC=3)C3C=CC=CC=3)C=CC=2)OC2C(P(C3C=CC=CC=3)C3C=CC=CC=3)=CC=CC1=2.C([O-])([O-])=O.[Cs+].[Cs+], predict the reaction product. The product is: [Br:26][C:24]1[CH:25]=[C:20]([NH:1][C:2]2[CH:11]=[CH:10][C:9]3[CH2:8][N:7]([C:12]([O:14][C:15]([CH3:18])([CH3:17])[CH3:16])=[O:13])[CH2:6][CH2:5][C:4]=3[N:3]=2)[C:21](=[O:28])[N:22]([CH3:27])[CH:23]=1. (5) Given the reactants Br[C:2]1[CH:7]=[CH:6][C:5]([CH2:8][C:9]([NH:11][C:12]2[CH:17]=[CH:16][C:15]([CH2:18][C:19]([CH3:26])([CH3:25])[C:20]([O:22][CH2:23][CH3:24])=[O:21])=[C:14]([C:27]([F:30])([F:29])[F:28])[CH:13]=2)=[O:10])=[C:4]([F:31])[CH:3]=1.CC([O-])=O.[K+].[CH3:37][C:38]1([CH3:54])[C:42]([CH3:44])([CH3:43])[O:41][B:40]([B:40]2[O:41][C:42]([CH3:44])([CH3:43])[C:38]([CH3:54])([CH3:37])[O:39]2)[O:39]1, predict the reaction product. The product is: [F:31][C:4]1[CH:3]=[C:2]([B:40]2[O:41][C:42]([CH3:44])([CH3:43])[C:38]([CH3:54])([CH3:37])[O:39]2)[CH:7]=[CH:6][C:5]=1[CH2:8][C:9]([NH:11][C:12]1[CH:17]=[CH:16][C:15]([CH2:18][C:19]([CH3:26])([CH3:25])[C:20]([O:22][CH2:23][CH3:24])=[O:21])=[C:14]([C:27]([F:30])([F:29])[F:28])[CH:13]=1)=[O:10]. (6) Given the reactants Br[C:2]1[CH:7]=[C:6]([C:8]([F:11])([F:10])[F:9])[CH:5]=[CH:4][N:3]=1.[CH3:12][Si:13]([C:16]#[CH:17])([CH3:15])[CH3:14], predict the reaction product. The product is: [CH3:12][Si:13]([CH3:15])([CH3:14])[C:16]#[C:17][C:2]1[CH:7]=[C:6]([C:8]([F:11])([F:10])[F:9])[CH:5]=[CH:4][N:3]=1. (7) Given the reactants C([O:4][CH2:5][C@H:6]1[CH2:11][C@@H:10]([O:12]C(=O)C)[CH2:9][CH2:8][C@@:7]1([C@H:17]1[CH2:25][CH2:24][C@@:23]2([CH3:26])[C@@H:19]([CH2:20][CH2:21][C:22]2=[CH2:27])[C@@H:18]1[CH2:28][NH:29][O:30][CH3:31])[CH3:16])(=O)C.C(=O)([O-])[O-].[K+].[K+], predict the reaction product. The product is: [OH:4][CH2:5][C@@H:6]1[C@:7]([C@H:17]2[CH2:25][CH2:24][C@@:23]3([CH3:26])[C@@H:19]([CH2:20][CH2:21][C:22]3=[CH2:27])[C@@H:18]2[CH2:28][NH:29][O:30][CH3:31])([CH3:16])[CH2:8][CH2:9][C@H:10]([OH:12])[CH2:11]1. (8) Given the reactants Br[C:2]1[C:3]([C:24]#[N:25])=[N:4][N:5]([CH2:22][CH3:23])[C:6]=1[CH2:7][CH2:8][CH2:9][CH2:10][N:11]1[C:15](=[O:16])[C:14]2=[CH:17][CH:18]=[CH:19][CH:20]=[C:13]2[C:12]1=[O:21].Cl.[NH2:27][C:28]1[CH:33]=[CH:32][CH:31]=[CH:30][C:29]=1B(O)O.P([O-])([O-])([O-])=O.[K+].[K+].[K+], predict the reaction product. The product is: [NH2:25][C:24]1[C:3]2=[N:4][N:5]([CH2:22][CH3:23])[C:6]([CH2:7][CH2:8][CH2:9][CH2:10][N:11]3[C:12](=[O:21])[C:13]4[C:14](=[CH:17][CH:18]=[CH:19][CH:20]=4)[C:15]3=[O:16])=[C:2]2[C:29]2[CH:30]=[CH:31][CH:32]=[CH:33][C:28]=2[N:27]=1.